This data is from Full USPTO retrosynthesis dataset with 1.9M reactions from patents (1976-2016). The task is: Predict the reactants needed to synthesize the given product. (1) Given the product [F:1][C:2]1[CH:3]=[CH:4][C:5]([CH2:6][O:7][C:8]2[CH:17]=[C:16]3[C:11]([CH:12]=[C:13]([C:18](=[O:20])[CH3:25])[CH:14]=[N:15]3)=[CH:10][CH:9]=2)=[CH:21][CH:22]=1, predict the reactants needed to synthesize it. The reactants are: [F:1][C:2]1[CH:22]=[CH:21][C:5]([CH2:6][O:7][C:8]2[CH:17]=[C:16]3[C:11]([CH:12]=[C:13]([C:18]([O-:20])=O)[CH:14]=[N:15]3)=[CH:10][CH:9]=2)=[CH:4][CH:3]=1.[Na+].F[C:25]1C=CC(COC2C=C3C(C=C(C(OCC)=O)C=N3)=CC=2)=CC=1.[OH-].[Na+]. (2) Given the product [OH:8][C@@H:9]1[CH2:14][CH2:13][CH2:12][CH2:11][C@H:10]1[NH:15][CH:16]1[CH2:17][CH2:18][N:19]([C:22]([O:24][C:25]([CH3:28])([CH3:27])[CH3:26])=[O:23])[CH2:20][CH2:21]1, predict the reactants needed to synthesize it. The reactants are: C1(C[O:8][C@@H:9]2[CH2:14][CH2:13][CH2:12][CH2:11][C@H:10]2[NH:15][CH:16]2[CH2:21][CH2:20][N:19]([C:22]([O:24][C:25]([CH3:28])([CH3:27])[CH3:26])=[O:23])[CH2:18][CH2:17]2)C=CC=CC=1. (3) Given the product [F:1][CH:2]([F:17])[O:3][C:4]1[CH:9]=[CH:8][C:7]([C:10]#[CH:11])=[CH:6][C:5]=1[CH3:16], predict the reactants needed to synthesize it. The reactants are: [F:1][CH:2]([F:17])[O:3][C:4]1[CH:9]=[CH:8][C:7]([C:10]#[C:11][Si](C)(C)C)=[CH:6][C:5]=1[CH3:16].C([O-])([O-])=O.[K+].[K+]. (4) Given the product [CH2:13]([NH:16][C:17]([NH:7][NH:6][C:4](=[O:5])[C:3]1[CH:8]=[CH:9][C:10]([Cl:12])=[CH:11][C:2]=1[Br:1])=[O:18])[CH:14]=[CH2:15], predict the reactants needed to synthesize it. The reactants are: [Br:1][C:2]1[CH:11]=[C:10]([Cl:12])[CH:9]=[CH:8][C:3]=1[C:4]([NH:6][NH2:7])=[O:5].[CH2:13]([N:16]=[C:17]=[O:18])[CH:14]=[CH2:15]. (5) Given the product [C:1]([O:5][C:6]([NH:8][C:9]1[CH:17]=[CH:16][C:12]([C:13]([O:15][CH2:22][CH3:23])=[O:14])=[C:11]([OH:18])[CH:10]=1)=[O:7])([CH3:4])([CH3:2])[CH3:3], predict the reactants needed to synthesize it. The reactants are: [C:1]([O:5][C:6]([NH:8][C:9]1[CH:17]=[CH:16][C:12]([C:13]([OH:15])=[O:14])=[C:11]([OH:18])[CH:10]=1)=[O:7])([CH3:4])([CH3:3])[CH3:2].Cl.CN(C)[CH2:22][CH2:23]CN=C=NCC.C(O)C. (6) The reactants are: CC1C=CC(S(O[CH2:12][C:13]([OH:16])([CH3:15])[CH3:14])(=O)=O)=CC=1.[NH2:17][C@:18]12[CH2:61][CH2:60][C@@H:59]([C:62]([CH3:64])=[CH2:63])[C@@H:19]1[C@@H:20]1[C@@:33]([CH3:36])([CH2:34][CH2:35]2)[C@@:32]2([CH3:37])[C@@H:23]([C@:24]3([CH3:58])[C@@H:29]([CH2:30][CH2:31]2)[C:28]([CH3:39])([CH3:38])[C:27]([C:40]2[CH2:45][CH2:44][C@@:43]([CH2:56][F:57])([C:46]([O:48][CH2:49][C:50]4[CH:55]=[CH:54][CH:53]=[CH:52][CH:51]=4)=[O:47])[CH2:42][CH:41]=2)=[CH:26][CH2:25]3)[CH2:22][CH2:21]1.[O-]P([O-])([O-])=O.[K+].[K+].[K+].[I-].[K+]. Given the product [F:57][CH2:56][C@@:43]1([C:46]([O:48][CH2:49][C:50]2[CH:51]=[CH:52][CH:53]=[CH:54][CH:55]=2)=[O:47])[CH2:44][CH2:45][C:40]([C:27]2[C:28]([CH3:38])([CH3:39])[C@H:29]3[C@:24]([CH3:58])([CH2:25][CH:26]=2)[C@@H:23]2[C@:32]([CH3:37])([C@@:33]4([CH3:36])[C@H:20]([CH2:21][CH2:22]2)[C@H:19]2[C@H:59]([C:62]([CH3:64])=[CH2:63])[CH2:60][CH2:61][C@:18]2([NH:17][CH2:12][C:13]([OH:16])([CH3:15])[CH3:14])[CH2:35][CH2:34]4)[CH2:31][CH2:30]3)=[CH:41][CH2:42]1, predict the reactants needed to synthesize it. (7) Given the product [CH3:39][O:38][C:33]1[CH:34]=[C:35]([O:21][C:18]2[CH:19]=[CH:20][C:15]([C:12]3[NH:11][C:10]([NH:9][C:5]4[CH:6]=[CH:7][CH:8]=[C:3]([C:2]([F:22])([F:1])[F:23])[CH:4]=4)=[N:14][N:13]=3)=[CH:16][CH:17]=2)[N:36]=[C:31]([NH2:30])[N:32]=1, predict the reactants needed to synthesize it. The reactants are: [F:1][C:2]([F:23])([F:22])[C:3]1[CH:4]=[C:5]([NH:9][C:10]2[NH:11][C:12]([C:15]3[CH:20]=[CH:19][C:18]([OH:21])=[CH:17][CH:16]=3)=[N:13][N:14]=2)[CH:6]=[CH:7][CH:8]=1.C([O-])([O-])=O.[Cs+].[Cs+].[NH2:30][C:31]1[N:36]=[C:35](Cl)[CH:34]=[C:33]([O:38][CH3:39])[N:32]=1.CO. (8) The reactants are: [CH3:1][Mg]Br.[Br:4][C:5]1[CH:19]=[CH:18][C:8]([CH:9]=[N:10][S:11]([C:14]([CH3:17])([CH3:16])[CH3:15])(=[O:13])=[O:12])=[CH:7][C:6]=1[F:20]. Given the product [Br:4][C:5]1[CH:19]=[CH:18][C:8]([CH:9]([NH:10][S:11]([C:14]([CH3:16])([CH3:17])[CH3:15])(=[O:13])=[O:12])[CH3:1])=[CH:7][C:6]=1[F:20], predict the reactants needed to synthesize it.